The task is: Binary Classification. Given a T-cell receptor sequence (or CDR3 region) and an epitope sequence, predict whether binding occurs between them.. This data is from TCR-epitope binding with 47,182 pairs between 192 epitopes and 23,139 TCRs. (1) The epitope is KLNVGDYFV. The TCR CDR3 sequence is CASSTYNLAPEETQYF. Result: 1 (the TCR binds to the epitope). (2) The epitope is KPLEFGATSAAL. Result: 0 (the TCR does not bind to the epitope). The TCR CDR3 sequence is CASSIEAGGTDTQYF. (3) The epitope is VLWAHGFEL. The TCR CDR3 sequence is CASGWDTHYEQYF. Result: 0 (the TCR does not bind to the epitope). (4) The epitope is YVLDHLIVV. The TCR CDR3 sequence is CAICPELSYEQYF. Result: 0 (the TCR does not bind to the epitope).